From a dataset of Forward reaction prediction with 1.9M reactions from USPTO patents (1976-2016). Predict the product of the given reaction. Given the reactants [Cl:1][C:2]1[C:10]2[CH:9]=[C:8]([O:11][CH2:12][C:13]3[CH:18]=[CH:17][C:16]([O:19][CH:20]([CH3:22])[CH3:21])=[C:15]([C:23]([F:26])([F:25])[F:24])[CH:14]=3)[CH:7]=[CH:6][C:5]=2[N:4]2[CH2:27][CH2:28][C@H:29]([CH2:30][C:31]([OH:33])=[O:32])[C:3]=12.[NH2:34][C:35]([CH2:40][OH:41])([CH2:38][OH:39])[CH2:36][OH:37], predict the reaction product. The product is: [NH2:34][C:35]([CH2:40][OH:41])([CH2:38][OH:39])[CH2:36][OH:37].[Cl:1][C:2]1[C:10]2[CH:9]=[C:8]([O:11][CH2:12][C:13]3[CH:18]=[CH:17][C:16]([O:19][CH:20]([CH3:22])[CH3:21])=[C:15]([C:23]([F:24])([F:25])[F:26])[CH:14]=3)[CH:7]=[CH:6][C:5]=2[N:4]2[CH2:27][CH2:28][C@H:29]([CH2:30][C:31]([OH:33])=[O:32])[C:3]=12.